Dataset: Forward reaction prediction with 1.9M reactions from USPTO patents (1976-2016). Task: Predict the product of the given reaction. (1) Given the reactants [OH-].[K+].[N+:3]([CH2:5][C:6]([NH2:8])=[O:7])#[C-:4].[F:9][C:10]([F:20])([F:19])[C:11]1[CH:18]=[CH:17][C:14]([CH:15]=[O:16])=[CH:13][CH:12]=1, predict the reaction product. The product is: [F:9][C:10]([F:19])([F:20])[C:11]1[CH:12]=[CH:13][C:14]([C@H:15]2[O:16][CH:4]=[N:3][CH:5]2[C:6]([NH2:8])=[O:7])=[CH:17][CH:18]=1. (2) Given the reactants [CH3:1][N:2]1[CH2:7][CH2:6][CH:5]([O:8][CH2:9][CH2:10][CH2:11][O:12][C:13]2[CH:14]=[C:15]([CH:18]=[CH:19][CH:20]=2)[CH:16]=O)[CH2:4][CH2:3]1.[F:21][C:22]1[C:23]([CH3:30])=[C:24]([NH2:29])[C:25]([NH2:28])=[CH:26][CH:27]=1, predict the reaction product. The product is: [F:21][C:22]1[CH:27]=[CH:26][C:25]2[N:28]=[C:16]([C:15]3[CH:18]=[CH:19][CH:20]=[C:13]([O:12][CH2:11][CH2:10][CH2:9][O:8][CH:5]4[CH2:6][CH2:7][N:2]([CH3:1])[CH2:3][CH2:4]4)[CH:14]=3)[NH:29][C:24]=2[C:23]=1[CH3:30]. (3) Given the reactants [CH3:1][C:2]1[N:7]=[C:6]([NH:8]C(=O)C)[CH:5]=[CH:4][C:3]=1[O:12][C:13]1[CH:18]=[CH:17][N:16]=[C:15]([C:19]2[O:23][N:22]=[C:21]([CH3:24])[CH:20]=2)[CH:14]=1.Cl.CCOC(C)=O.C([O-])(O)=O.[Na+], predict the reaction product. The product is: [CH3:1][C:2]1[N:7]=[C:6]([NH2:8])[CH:5]=[CH:4][C:3]=1[O:12][C:13]1[CH:18]=[CH:17][N:16]=[C:15]([C:19]2[O:23][N:22]=[C:21]([CH3:24])[CH:20]=2)[CH:14]=1. (4) Given the reactants [Cl:1][C:2]1[C:10]2[N:9]=[C:8]([NH:11][C:12]3[C:13]([C:20]([F:23])([F:22])[F:21])=[N:14][C:15]([O:18][CH3:19])=[CH:16][CH:17]=3)[N:7]([CH2:24][CH2:25][CH2:26]O)[C:6]=2[C:5]([C:28]([O:30][CH3:31])=[O:29])=[CH:4][CH:3]=1.C(N(CC)CC)C.CS(Cl)(=O)=O.C(=O)([O-])O.[Na+].C(=O)([O-])[O-].[K+].[K+], predict the reaction product. The product is: [Cl:1][C:2]1[CH:3]=[CH:4][C:5]([C:28]([O:30][CH3:31])=[O:29])=[C:6]2[C:10]=1[N:9]=[C:8]1[N:11]([C:12]3[C:13]([C:20]([F:22])([F:21])[F:23])=[N:14][C:15]([O:18][CH3:19])=[CH:16][CH:17]=3)[CH2:26][CH2:25][CH2:24][N:7]21. (5) The product is: [Br:1][C:2]1[CH:9]=[CH:8][C:5]([CH2:6][N:10]2[CH2:15][CH2:14][NH:13][CH2:12][CH2:11]2)=[CH:4][CH:3]=1. Given the reactants [Br:1][C:2]1[CH:9]=[CH:8][C:5]([CH2:6]Br)=[CH:4][CH:3]=1.[NH:10]1[CH2:15][CH2:14][NH:13][CH2:12][CH2:11]1, predict the reaction product.